Dataset: Full USPTO retrosynthesis dataset with 1.9M reactions from patents (1976-2016). Task: Predict the reactants needed to synthesize the given product. (1) Given the product [CH3:1][O:2][C:3]1[CH:4]=[C:5]([C:11]2[CH:12]=[CH:13][C:14]3[N:15]([C:17]([C:21]4[CH:26]=[CH:25][C:24]([S:36]([CH2:34][CH3:35])(=[O:38])=[O:37])=[CH:23][CH:22]=4)=[C:18]([CH3:20])[N:19]=3)[N:16]=2)[CH:6]=[CH:7][C:8]=1[O:9][CH3:10], predict the reactants needed to synthesize it. The reactants are: [CH3:1][O:2][C:3]1[CH:4]=[C:5]([C:11]2[CH:12]=[CH:13][C:14]3[N:15]([C:17]([C:21]4[CH:26]=[CH:25][C:24](N5CCCCC5=O)=[CH:23][CH:22]=4)=[C:18]([CH3:20])[N:19]=3)[N:16]=2)[CH:6]=[CH:7][C:8]=1[O:9][CH3:10].[CH2:34]([S:36](C1C=CC(B(O)O)=CC=1)(=[O:38])=[O:37])[CH3:35].C([O-])([O-])=O.[K+].[K+]. (2) Given the product [Cl:1][C:2]1[N:3]=[CH:4][C:5]([O:9][C:17]2[CH:18]=[C:13]([N:11]([CH3:12])[CH3:10])[CH:14]=[CH:15][CH:16]=2)=[CH:6][C:7]=1[F:8], predict the reactants needed to synthesize it. The reactants are: [Cl:1][C:2]1[C:7]([F:8])=[CH:6][C:5]([OH:9])=[CH:4][N:3]=1.[CH3:10][N:11]([C:13]1[CH:14]=[C:15](B(O)O)[CH:16]=[CH:17][CH:18]=1)[CH3:12].C(N(CC)CC)C.